This data is from Reaction yield outcomes from USPTO patents with 853,638 reactions. The task is: Predict the reaction yield, written as a fraction of the theoretical maximum amount of product (1.0 means a 100% yield; for example, 0.34 means a 34% yield). (1) The reactants are [CH2:1]([O:8][C:9]1[N:10]=[N:11][C:12]([CH2:23]C2C=CC(F)=CC=2)=[CH:13][C:14]=1[O:15][CH2:16][C:17]1[CH:22]=[CH:21][CH:20]=[CH:19][CH:18]=1)[C:2]1[CH:7]=[CH:6][CH:5]=[CH:4][CH:3]=1.C(OC1N=NC(Cl)=CC=1OCC1C=CC=CC=1)C1C=CC=CC=1.[Cl-].[Cl:55][C:56]1[CH:63]=[CH:62][CH:61]=[C:60]([F:64])[C:57]=1C[Zn+]. No catalyst specified. The product is [CH2:1]([O:8][C:9]1[N:10]=[N:11][C:12]([CH2:23][C:57]2[C:60]([F:64])=[CH:61][CH:62]=[CH:63][C:56]=2[Cl:55])=[CH:13][C:14]=1[O:15][CH2:16][C:17]1[CH:22]=[CH:21][CH:20]=[CH:19][CH:18]=1)[C:2]1[CH:7]=[CH:6][CH:5]=[CH:4][CH:3]=1. The yield is 0.230. (2) The reactants are [CH:1]1([CH:7]([NH:19][C:20]2[CH:25]=[CH:24][C:23]([C:26]([NH:28][CH2:29][CH2:30][C:31]([O:33][CH2:34][CH3:35])=[O:32])=[O:27])=[CH:22][CH:21]=2)[C:8]2[O:9][C:10]3[CH:17]=[CH:16][C:15]([OH:18])=[CH:14][C:11]=3[C:12]=2[CH3:13])[CH2:6][CH2:5][CH2:4][CH2:3][CH2:2]1.[F:36][C:37]1[CH:42]=[C:41]([CH2:43]O)[CH:40]=[CH:39][N:38]=1.C(P(CCCC)CCCC)CCC.N(C(N1CCCCC1)=O)=NC(N1CCCCC1)=O. The catalyst is O1CCCC1. The product is [CH:1]1([CH:7]([NH:19][C:20]2[CH:21]=[CH:22][C:23]([C:26]([NH:28][CH2:29][CH2:30][C:31]([O:33][CH2:34][CH3:35])=[O:32])=[O:27])=[CH:24][CH:25]=2)[C:8]2[O:9][C:10]3[CH:17]=[CH:16][C:15]([O:18][CH2:43][C:41]4[CH:40]=[CH:39][N:38]=[C:37]([F:36])[CH:42]=4)=[CH:14][C:11]=3[C:12]=2[CH3:13])[CH2:6][CH2:5][CH2:4][CH2:3][CH2:2]1. The yield is 0.540. (3) The product is [NH2:11][C:7]1[C:6]2[C:2]([C:20]3[CH:21]=[C:22]4[C:26](=[CH:27][CH:28]=3)[N:25]([C:29]([O:31][C:32]([CH3:35])([CH3:34])[CH3:33])=[O:30])[CH2:24][CH2:23]4)=[CH:3][O:4][C:5]=2[CH:10]=[CH:9][N:8]=1. The yield is 0.770. The catalyst is C1C=CC(P(C2C=CC=CC=2)[C-]2C=CC=C2)=CC=1.C1C=CC(P(C2C=CC=CC=2)[C-]2C=CC=C2)=CC=1.Cl[Pd]Cl.[Fe+2].C(Cl)Cl.O1CCOCC1. The reactants are Br[C:2]1[C:6]2[C:7]([NH2:11])=[N:8][CH:9]=[CH:10][C:5]=2[O:4][CH:3]=1.CC1(C)C(C)(C)OB([C:20]2[CH:21]=[C:22]3[C:26](=[CH:27][CH:28]=2)[N:25]([C:29]([O:31][C:32]([CH3:35])([CH3:34])[CH3:33])=[O:30])[CH2:24][CH2:23]3)O1.C(=O)(O)[O-].[Na+]. (4) The reactants are [Cl:1][C:2]1[CH:3]=[C:4]([C@H:9]([NH:12][C:13](=[O:19])[O:14][C:15]([CH3:18])([CH3:17])[CH3:16])[CH2:10][OH:11])[CH:5]=[CH:6][C:7]=1[F:8].C([O-])(O)=O.[Na+].CC(OI1(OC(C)=O)(OC(C)=O)OC(=O)C2C=CC=CC1=2)=O.S(=O)(O)[O-].[Na+]. The catalyst is CCOCC.C(Cl)Cl. The product is [Cl:1][C:2]1[CH:3]=[C:4]([C@H:9]([NH:12][C:13](=[O:19])[O:14][C:15]([CH3:17])([CH3:16])[CH3:18])[CH:10]=[O:11])[CH:5]=[CH:6][C:7]=1[F:8]. The yield is 0.720.